This data is from Full USPTO retrosynthesis dataset with 1.9M reactions from patents (1976-2016). The task is: Predict the reactants needed to synthesize the given product. (1) Given the product [CH:1]1[C:2]([CH2:10][C@@H:11]([NH2:28])[CH2:12][C:13]([N:15]2[CH2:27][C:19]3=[N:20][N:21]=[C:22]([C:23]([F:26])([F:25])[F:24])[N:18]3[CH2:17][CH2:16]2)=[O:14])=[C:3]([F:9])[CH:4]=[C:5]([F:8])[C:6]=1[F:7].[C:29]([O-:32])(=[O:14])[CH3:31], predict the reactants needed to synthesize it. The reactants are: [CH:1]1[C:2]([CH2:10][C@@H:11]([NH2:28])[CH2:12][C:13]([N:15]2[CH2:27][C:19]3=[N:20][N:21]=[C:22]([C:23]([F:26])([F:25])[F:24])[N:18]3[CH2:17][CH2:16]2)=[O:14])=[C:3]([F:9])[CH:4]=[C:5]([F:8])[C:6]=1[F:7].[CH:29]([OH:32])([CH3:31])C. (2) Given the product [CH2:6]([N:13]1[C:14]([CH2:17][OH:18])([CH3:19])[CH2:15][O:16][CH2:2][C:3]1=[O:4])[C:7]1[CH:12]=[CH:11][CH:10]=[CH:9][CH:8]=1, predict the reactants needed to synthesize it. The reactants are: Cl[CH2:2][C:3](Cl)=[O:4].[CH2:6]([NH:13][C:14]([CH3:19])([CH2:17][OH:18])[CH2:15][OH:16])[C:7]1[CH:12]=[CH:11][CH:10]=[CH:9][CH:8]=1.C(=O)([O-])[O-].[K+].[K+].